Task: Predict the reaction yield, written as a fraction of the theoretical maximum amount of product (1.0 means a 100% yield; for example, 0.34 means a 34% yield).. Dataset: Reaction yield outcomes from USPTO patents with 853,638 reactions (1) The reactants are [C:1]([NH:8][C@H:9]([C:13](O)=[O:14])[CH2:10][CH2:11][CH3:12])([O:3][C:4]([CH3:7])([CH3:6])[CH3:5])=[O:2].CO. The catalyst is O1CCCC1. The product is [C:1]([NH:8][C@H:9]([CH2:13][OH:14])[CH2:10][CH2:11][CH3:12])([O:3][C:4]([CH3:5])([CH3:7])[CH3:6])=[O:2]. The yield is 0.960. (2) The reactants are [OH-].[K+].C([O:5][C:6](=[O:30])[C:7]([CH3:29])([CH3:28])[CH2:8][CH2:9][CH2:10][CH2:11][CH2:12][C:13](=[O:27])[CH2:14][CH2:15][CH2:16][CH2:17][CH2:18][C:19]([CH3:26])([CH3:25])[C:20]([O:22]CC)=[O:21])C. The catalyst is O.C(O)C. The product is [O:27]=[C:13]([CH2:14][CH2:15][CH2:16][CH2:17][CH2:18][C:19]([CH3:26])([CH3:25])[C:20]([OH:22])=[O:21])[CH2:12][CH2:11][CH2:10][CH2:9][CH2:8][C:7]([CH3:29])([CH3:28])[C:6]([OH:30])=[O:5]. The yield is 0.790. (3) The reactants are C1(C(=[N:14][C:15]([CH3:27])([CH2:20][C:21]2[CH:26]=[CH:25][N:24]=[CH:23][CH:22]=2)[C:16]([O:18][CH3:19])=[O:17])C2C=CC=CC=2)C=CC=CC=1.Cl. The catalyst is CO.C1COCC1. The product is [NH2:14][C:15]([CH3:27])([CH2:20][C:21]1[CH:22]=[CH:23][N:24]=[CH:25][CH:26]=1)[C:16]([O:18][CH3:19])=[O:17]. The yield is 0.970. (4) The reactants are [Cl:1][C:2]1[S:6][C:5]([C:7]([NH:9][C@@H:10]([CH2:23][C:24]2[CH:29]=[CH:28][CH:27]=[CH:26][C:25]=2[C:30]([F:33])([F:32])[F:31])[CH2:11][N:12]2C(=O)C3C(=CC=CC=3)C2=O)=[O:8])=[CH:4][C:3]=1[C:34]1[N:38]([CH3:39])[N:37]=[N:36][CH:35]=1.NN. The catalyst is CO.O. The product is [NH2:12][CH2:11][C@@H:10]([NH:9][C:7]([C:5]1[S:6][C:2]([Cl:1])=[C:3]([C:34]2[N:38]([CH3:39])[N:37]=[N:36][CH:35]=2)[CH:4]=1)=[O:8])[CH2:23][C:24]1[CH:29]=[CH:28][CH:27]=[CH:26][C:25]=1[C:30]([F:33])([F:32])[F:31]. The yield is 0.750. (5) The product is [CH3:17][C:2]([CH3:1])([C:8]1[CH:13]=[CH:12][C:11]([I:18])=[C:10]([O:14][CH2:15][CH3:16])[CH:9]=1)[C:3]([O:5][CH2:6][CH3:7])=[O:4]. The yield is 0.820. The catalyst is C(O)(=O)C.O. The reactants are [CH3:1][C:2]([CH3:17])([C:8]1[CH:13]=[CH:12][CH:11]=[C:10]([O:14][CH2:15][CH3:16])[CH:9]=1)[C:3]([O:5][CH2:6][CH3:7])=[O:4].[I:18]Cl. (6) The reactants are O[CH2:2][C@@H:3]([CH2:15][CH2:16][CH2:17][CH3:18])[C:4]([NH:6][O:7][CH2:8][C:9]1[CH:14]=[CH:13][CH:12]=[CH:11][CH:10]=1)=[O:5].C1C=CC(P(C2C=CC=CC=2)C2C=CC=CC=2)=CC=1.CC(OC(/N=N/C(OC(C)C)=O)=O)C. The catalyst is C1COCC1. The product is [CH2:15]([C@@H:3]1[CH2:2][N:6]([O:7][CH2:8][C:9]2[CH:14]=[CH:13][CH:12]=[CH:11][CH:10]=2)[C:4]1=[O:5])[CH2:16][CH2:17][CH3:18]. The yield is 1.10. (7) The reactants are B.O1CCCC1.C([O:11][C:12](=[O:34])[C:13]([NH:16][C:17]1[CH:22]=[CH:21][C:20]([CH2:23][CH2:24][NH:25][C:26](=O)[CH2:27][CH2:28][CH2:29][CH2:30][CH2:31][CH3:32])=[CH:19][CH:18]=1)([CH3:15])[CH3:14])(C)(C)C.Cl. The catalyst is O1CCCC1. The product is [CH2:26]([NH:25][CH2:24][CH2:23][C:20]1[CH:19]=[CH:18][C:17]([NH:16][C:13]([CH3:14])([CH3:15])[C:12]([OH:34])=[O:11])=[CH:22][CH:21]=1)[CH2:27][CH2:28][CH2:29][CH2:30][CH2:31][CH3:32]. The yield is 0.380.